This data is from Full USPTO retrosynthesis dataset with 1.9M reactions from patents (1976-2016). The task is: Predict the reactants needed to synthesize the given product. Given the product [F:1][C:2]1[CH:3]=[C:4]([C@:13]2([NH:24][S@@:25]([C:27]([CH3:28])([CH3:30])[CH3:29])=[O:26])[C:17]3=[N:18][CH:19]=[CH:20][CH:21]=[C:22]3[O:16][CH2:15][CH2:14]2)[CH:5]=[CH:6][C:7]=1[O:8][C:9]([F:11])([F:12])[F:10], predict the reactants needed to synthesize it. The reactants are: [F:1][C:2]1[CH:3]=[C:4]([C@:13]([NH:24][S@@:25]([C:27]([CH3:30])([CH3:29])[CH3:28])=[O:26])([C:17]2[C:22](F)=[CH:21][CH:20]=[CH:19][N:18]=2)[CH2:14][CH2:15][OH:16])[CH:5]=[CH:6][C:7]=1[O:8][C:9]([F:12])([F:11])[F:10].